This data is from B-cell epitopes from IEDB database with 3,159 antigens for binding position prediction. The task is: Token-level Classification. Given an antigen amino acid sequence, predict which amino acid positions are active epitope sites capable of antibody binding. Output is a list of indices for active positions. (1) Given the antigen sequence: EFPTTISSKRIVRRPSLPSLKKPIILRRSGCQVPTVLRRGYLQLFTEECLKFCASKQEAVEKALNEEKVAYDCSPNKNRYLNVVLNTLKRLKGLTPSSMPGLSRAALYSRLQEFLLSQDQLKENGYPFPHPERPGGAVLFTGQGKGPGDSSCRVCCRCGTEYLVSSSGRCVRDQLCYYHWGRVRSSQVAGGRVSQYTCCAAAPGSVGCQVAKQHVRDGRKDSLDGFVETFKKELSRDAYPGIYALDCEMCYTTHGLELTRVTVVDADMRVVYDTFVKPDNEIVDYNTRFSGVTEADVAKTSITLPQVQAILLSFFSAQTILIGHSLESDLLALKLIHSTVLDTAVLFPHYLGFPYKRSLRNLAADYLGQIIQDSQDGHNSSEDANACLQLVMWKVRQRAQIQPRHRSASPAALACPWPQAPSTTAISPESSPCPPRRKAKETGAVDGRRGQKAKSNPNRPLPVPRNPCRGPSGLSPSLCPSQTSVLPLIASRSTEPPLPV..., which amino acid positions are active epitope sites? The epitope positions are: [446, 447, 448, 449, 450, 451, 452, 453, 454, 455, 456, 457, 458, 459, 460]. The amino acids at these positions are: GRRGQKAKSNPNRPL. (2) Given the antigen sequence: MDYYRKYAAIFLVTLSVFLHVLHSAPDVQDCPECTLQENPFFSQPGAPILQCMGCCFSRAYPTPLRSKKTMLVQKNVTSESTCCVAKSYNRVTVMGGFKVENHTACHCSTCYYHKS, which amino acid positions are active epitope sites? The epitope positions are: [56, 57, 58, 59, 60, 61, 62, 63, 64, 65]. The amino acids at these positions are: FSRAYPTPLR.